The task is: Regression/Classification. Given a drug SMILES string, predict its absorption, distribution, metabolism, or excretion properties. Task type varies by dataset: regression for continuous measurements (e.g., permeability, clearance, half-life) or binary classification for categorical outcomes (e.g., BBB penetration, CYP inhibition). Dataset: cyp2d6_veith.. This data is from CYP2D6 inhibition data for predicting drug metabolism from PubChem BioAssay. The molecule is O=S(=O)(NCc1cccnc1)c1ccc(Cl)s1. The result is 0 (non-inhibitor).